From a dataset of Forward reaction prediction with 1.9M reactions from USPTO patents (1976-2016). Predict the product of the given reaction. Given the reactants [OH:1][NH:2][C:3]([C:5]1[CH:13]=[CH:12][C:11]2[NH:10][C:9]3[CH:14]([CH2:17][C:18]([O:20][CH2:21][CH3:22])=[O:19])[CH2:15][CH2:16][C:8]=3[C:7]=2[CH:6]=1)=[NH:4].[F:23][C:24]([F:34])([F:33])[C:25]1[CH:32]=[CH:31][C:28]([CH2:29]Cl)=[CH:27][N:26]=1, predict the reaction product. The product is: [F:34][C:24]([F:23])([F:33])[C:25]1[N:26]=[CH:27][C:28]([C:29]2[O:1][N:2]=[C:3]([C:5]3[CH:13]=[CH:12][C:11]4[NH:10][C:9]5[CH:14]([CH2:17][C:18]([O:20][CH2:21][CH3:22])=[O:19])[CH2:15][CH2:16][C:8]=5[C:7]=4[CH:6]=3)[N:4]=2)=[CH:31][CH:32]=1.